The task is: Regression/Classification. Given a drug SMILES string, predict its absorption, distribution, metabolism, or excretion properties. Task type varies by dataset: regression for continuous measurements (e.g., permeability, clearance, half-life) or binary classification for categorical outcomes (e.g., BBB penetration, CYP inhibition). Dataset: cyp2c9_veith.. This data is from CYP2C9 inhibition data for predicting drug metabolism from PubChem BioAssay. The drug is Cc1noc(C)c1-c1ccc2ncnc(N(C)Cc3ccco3)c2c1. The result is 0 (non-inhibitor).